From a dataset of Reaction yield outcomes from USPTO patents with 853,638 reactions. Predict the reaction yield, written as a fraction of the theoretical maximum amount of product (1.0 means a 100% yield; for example, 0.34 means a 34% yield). (1) The reactants are C(N(CCCC)C(C1N=C(C2C=CC(C(OC)=O)=CC=2C(O)=O)N(CCC2C=CC=CC=2)C=1)=O)CCC.[CH2:38]([N:42]([CH2:78][CH2:79][CH2:80][CH3:81])[C:43]([C:45]1[N:46]=[C:47]([C:58]2[CH:67]=[CH:66][C:61]([C:62]([O:64][CH3:65])=[O:63])=[CH:60][C:59]=2[C:68]([O:70]CC2C=CC=CC=2)=[O:69])[N:48]([CH2:50][CH2:51][N:52]2[CH2:57][CH2:56][O:55][CH2:54][CH2:53]2)[CH:49]=1)=[O:44])[CH2:39][CH2:40][CH3:41]. No catalyst specified. The product is [CH2:38]([N:42]([CH2:78][CH2:79][CH2:80][CH3:81])[C:43]([C:45]1[N:46]=[C:47]([C:58]2[CH:67]=[CH:66][C:61]([C:62]([O:64][CH3:65])=[O:63])=[CH:60][C:59]=2[C:68]([OH:70])=[O:69])[N:48]([CH2:50][CH2:51][N:52]2[CH2:53][CH2:54][O:55][CH2:56][CH2:57]2)[CH:49]=1)=[O:44])[CH2:39][CH2:40][CH3:41]. The yield is 0.950. (2) The reactants are [F:1][C:2]1[CH:3]=[C:4]2[C:8](=[CH:9][CH:10]=1)[NH:7][C:6](=[O:11])[C:5]2=[N:12][N:13]=[CH:14][C:15]1[NH:19][C:18]([CH3:20])=[C:17]([C:21]([NH:23][CH2:24][CH2:25][CH2:26][CH2:27][CH2:28][CH2:29][CH2:30][C:31](O)=[O:32])=[O:22])[C:16]=1[CH3:34].C(N(CC)CC)C.ClC(OCC)=O.[NH2:48][OH:49]. The catalyst is [Cl-].[Na+].O.CN(C=O)C. The product is [F:1][C:2]1[CH:3]=[C:4]2[C:8](=[CH:9][CH:10]=1)[NH:7][C:6](=[O:11])[C:5]2=[N:12][N:13]=[CH:14][C:15]1[NH:19][C:18]([CH3:20])=[C:17]([C:21]([NH:23][CH2:24][CH2:25][CH2:26][CH2:27][CH2:28][CH2:29][CH2:30][C:31]([NH:48][OH:49])=[O:32])=[O:22])[C:16]=1[CH3:34]. The yield is 0.490. (3) The reactants are [CH:1]1[C:13]2[CH2:12][C:11]3[C:6](=[CH:7][CH:8]=[CH:9][CH:10]=3)[C:5]=2[CH:4]=[CH:3][CH:2]=1.[CH3:14][CH2:15][CH2:16][CH2:17][CH2:18][CH3:19].[CH2:20](Br)[CH2:21][CH2:22][CH2:23][CH2:24][CH3:25].O. The catalyst is O1CCCC1. The product is [CH2:14]([C:12]1([CH2:20][CH2:21][CH2:22][CH2:23][CH2:24][CH3:25])[C:11]2[CH:10]=[CH:9][CH:8]=[CH:7][C:6]=2[C:5]2[C:13]1=[CH:1][CH:2]=[CH:3][CH:4]=2)[CH2:15][CH2:16][CH2:17][CH2:18][CH3:19]. The yield is 0.950. (4) The reactants are [N:1]1[C:10]2[C:5](=[CH:6][C:7]([C:11]([NH:13][NH2:14])=[O:12])=[CH:8][CH:9]=2)[CH:4]=[CH:3][CH:2]=1.[C:15](=S)=[S:16].C(N(CC)CC)C.[Cl-].[NH4+].[Cl-].[Na+]. The catalyst is C(O)C.O. The product is [N:1]1[C:10]2[C:5](=[CH:6][C:7]([C:11]3[O:12][C:15]([SH:16])=[N:14][N:13]=3)=[CH:8][CH:9]=2)[CH:4]=[CH:3][CH:2]=1. The yield is 0.510. (5) The reactants are [C:1]([O:5][C:6]([N:8]1[CH2:15][CH2:14][C:11]2([CH2:13][CH2:12]2)[CH2:10][C@@H:9]1[C:16]([O:18]C)=[O:17])=[O:7])([CH3:4])([CH3:3])[CH3:2].[OH-].[Na+].Cl. The catalyst is C1COCC1.CO. The product is [C:1]([O:5][C:6]([N:8]1[CH2:15][CH2:14][C:11]2([CH2:12][CH2:13]2)[CH2:10][C@@H:9]1[C:16]([OH:18])=[O:17])=[O:7])([CH3:4])([CH3:2])[CH3:3]. The yield is 0.830. (6) The reactants are Br[C:2]1[CH:7]=[C:6]([N+:8]([O-:10])=[O:9])[CH:5]=[CH:4][C:3]=1NC.C[CH2:14][N:15](CC)CC.[CH3:20][C:21]([CH3:25])([CH3:24])[C:22]#[CH:23].N#N. The catalyst is C1(C)C=CC=CC=1.O.Cl[Pd](Cl)([P](C1C=CC=CC=1)(C1C=CC=CC=1)C1C=CC=CC=1)[P](C1C=CC=CC=1)(C1C=CC=CC=1)C1C=CC=CC=1.[Cu]I. The product is [CH3:20][C:21]([CH3:25])([CH3:24])[C:22]#[C:23][C:2]1[CH:7]=[C:6]([N+:8]([O-:10])=[O:9])[CH:5]=[CH:4][C:3]=1[CH2:14][NH2:15]. The yield is 0.940. (7) The reactants are [C:1]1(=[O:7])O[C:4](=[O:5])[CH:3]=[CH:2]1.[NH2:8][CH2:9][CH2:10][N:11]([CH2:15][CH2:16][NH2:17])[CH2:12][CH2:13][NH2:14].[C:18]([O-:21])(=O)[CH3:19].[Na+].C(O[C:27](=[O:29])[CH3:28])(=O)C. The catalyst is CN(C=O)C. The product is [N:11]([CH2:15][CH2:16][N:17]1[C:1](=[O:7])[CH:2]=[CH:3][C:4]1=[O:5])([CH2:12][CH2:13][N:14]1[C:18](=[O:21])[CH:19]=[CH:28][C:27]1=[O:29])[CH2:10][CH2:9][N:8]1[C:4](=[O:5])[CH:3]=[CH:2][C:1]1=[O:7]. The yield is 0.300. (8) The reactants are [CH3:1][O:2][C:3]1[CH:8]=[CH:7][CH:6]=[CH:5][C:4]=1[C:9]1[N:13]=[C:12]([C:14]2[CH:19]=[CH:18][C:17]([N:20]3[CH2:25][CH2:24][O:23][CH2:22][CH2:21]3)=[C:16]([N+:26]([O-])=O)[CH:15]=2)[O:11][N:10]=1. The catalyst is CCO. The product is [CH3:1][O:2][C:3]1[CH:8]=[CH:7][CH:6]=[CH:5][C:4]=1[C:9]1[N:13]=[C:12]([C:14]2[CH:19]=[CH:18][C:17]([N:20]3[CH2:25][CH2:24][O:23][CH2:22][CH2:21]3)=[C:16]([CH:15]=2)[NH2:26])[O:11][N:10]=1. The yield is 0.820. (9) The reactants are [CH3:1][O:2][C:3]([C:5]1[CH:20]=[CH:19][C:8]([C:9]([O:11]N2C(=O)CCC2=O)=O)=[CH:7][C:6]=1[CH3:21])=[O:4].[OH:22][C:23]1[CH:24]=[C:25]([CH:28]=[CH:29][CH:30]=1)[CH2:26][NH2:27].C(N(CC)CC)C. The catalyst is CN(C)C=O. The product is [OH:22][C:23]1[CH:24]=[C:25]([CH2:26][NH:27][C:9]([C:8]2[CH:19]=[CH:20][C:5]([C:3]([O:2][CH3:1])=[O:4])=[C:6]([CH3:21])[CH:7]=2)=[O:11])[CH:28]=[CH:29][CH:30]=1. The yield is 0.910. (10) The reactants are [C:1]([O:5][C:6]([N:8]1[CH2:12][C@@H:11]([CH3:13])[CH2:10][C@H:9]1[C:14]1[NH:15][CH:16]=[C:17]([C:19]2[CH:24]=[CH:23][C:22]([Br:25])=[CH:21][CH:20]=2)[N:18]=1)=[O:7])([CH3:4])([CH3:3])[CH3:2].[F:26][B-](F)(F)F.F[B-](F)(F)F.F[N+]12CC[N+](O)(CC1)CC2. The catalyst is CN(C=O)C. The yield is 0.350. The product is [C:1]([O:5][C:6]([N:8]1[CH2:12][C@@H:11]([CH3:13])[CH2:10][C@H:9]1[C:14]1[NH:15][C:16]([F:26])=[C:17]([C:19]2[CH:20]=[CH:21][C:22]([Br:25])=[CH:23][CH:24]=2)[N:18]=1)=[O:7])([CH3:2])([CH3:3])[CH3:4].